From a dataset of Forward reaction prediction with 1.9M reactions from USPTO patents (1976-2016). Predict the product of the given reaction. Given the reactants Br[C:2]1[CH:3]=[N:4][C:5]2[N:6]([CH:8]=[C:9]([CH2:11][O:12][C:13]3[CH:18]=[CH:17][CH:16]=[C:15]([F:19])[CH:14]=3)[N:10]=2)[CH:7]=1.[F:20][C:21]1[N:26]=[CH:25][C:24](B(O)O)=[CH:23][CH:22]=1, predict the reaction product. The product is: [F:19][C:15]1[CH:14]=[C:13]([CH:18]=[CH:17][CH:16]=1)[O:12][CH2:11][C:9]1[N:10]=[C:5]2[N:4]=[CH:3][C:2]([C:24]3[CH:25]=[N:26][C:21]([F:20])=[CH:22][CH:23]=3)=[CH:7][N:6]2[CH:8]=1.